This data is from Catalyst prediction with 721,799 reactions and 888 catalyst types from USPTO. The task is: Predict which catalyst facilitates the given reaction. (1) Reactant: [O:1]=[C:2]1[CH2:10][C:9]2[C:4](=[CH:5][CH:6]=[C:7]([C:11]([NH:13][C:14]3[CH:19]=[CH:18][CH:17]=[CH:16][CH:15]=3)=[O:12])[CH:8]=2)[NH:3]1.[NH:20]1[C:28]2[C:23](=[CH:24][CH:25]=[C:26]([CH:29]=O)[CH:27]=2)[CH:22]=[N:21]1.N1CCCCC1. Product: [NH:20]1[C:28]2[C:23](=[CH:24][CH:25]=[C:26](/[CH:29]=[C:10]3/[C:2](=[O:1])[NH:3][C:4]4[C:9]/3=[CH:8][C:7]([C:11]([NH:13][C:14]3[CH:15]=[CH:16][CH:17]=[CH:18][CH:19]=3)=[O:12])=[CH:6][CH:5]=4)[CH:27]=2)[CH:22]=[N:21]1. The catalyst class is: 5. (2) Reactant: [O:1]1[C:5]2([CH2:10][CH2:9][CH:8]([OH:11])[CH2:7][CH2:6]2)[O:4][CH2:3][CH2:2]1.C(N(CC)CC)C.[CH3:19][S:20](Cl)(=[O:22])=[O:21]. Product: [CH3:19][S:20]([O:11][CH:8]1[CH2:9][CH2:10][C:5]2([O:4][CH2:3][CH2:2][O:1]2)[CH2:6][CH2:7]1)(=[O:22])=[O:21]. The catalyst class is: 2. (3) Reactant: [CH:1]1[C:13]2[C:12](=O)[C:11]3[C:6](=[CH:7][CH:8]=[CH:9][CH:10]=3)[C:5]=2[C:4](C(Cl)=O)=[CH:3][CH:2]=1.C(O)C[O:20]CCO.C(N(CC)CC)C. Product: [C:1]1(=[O:20])[C:13]2[C:5]([C:6]3[C:11]([CH:12]=2)=[CH:10][CH:9]=[CH:8][CH:7]=3)=[CH:4][CH:3]=[CH:2]1. The catalyst class is: 7. (4) Reactant: [CH3:1][C@@:2]([OH:30])([C:26]([CH3:29])([CH3:28])[CH3:27])[C@@H:3]1[C@@:8]2([O:24][CH3:25])[C@@H:9]3[O:23][C:18]4=[C:19]([OH:22])[CH:20]=[CH:21][C:16]5=[C:17]4[C@:10]43[CH2:11][CH2:12][NH:13][C@H:14]([CH2:15]5)[C@@:5]4([CH2:6][CH2:7]2)[CH2:4]1.[CH:31]1([CH2:34]Br)[CH2:33][CH2:32]1. Product: [CH3:1][C@@:2]([OH:30])([C:26]([CH3:29])([CH3:28])[CH3:27])[C@@H:3]1[C@:8]2([O:24][CH3:25])[C@@H:9]3[O:23][C:18]4=[C:19]([OH:22])[CH:20]=[CH:21][C:16]5=[C:17]4[C@:10]43[CH2:11][CH2:12][N:13]([CH2:34][CH:31]3[CH2:33][CH2:32]3)[C@H:14]([CH2:15]5)[C@@:5]4([CH2:6][CH2:7]2)[CH2:4]1. The catalyst class is: 6. (5) Reactant: [OH:1][C:2]1[CH:9]=[CH:8][C:5]([CH:6]=[O:7])=[CH:4][C:3]=1[CH3:10].CC(C)([O-])C.[K+].[CH3:17][NH:18][C:19]([C:21]1[CH:26]=[C:25](Cl)[CH:24]=[CH:23][N:22]=1)=[O:20].C(=O)([O-])[O-].[K+].[K+]. Product: [CH3:17][NH:18][C:19]([C:21]1[CH:26]=[C:25]([O:1][C:2]2[CH:9]=[CH:8][C:5]([CH:6]=[O:7])=[CH:4][C:3]=2[CH3:10])[CH:24]=[CH:23][N:22]=1)=[O:20]. The catalyst class is: 3. (6) Reactant: N(C(OC(C)C)=O)=NC(OC(C)C)=O.[CH3:15][C:16]1[CH:17]=[C:18]([OH:25])[CH:19]=[CH:20][C:21]=1[N+:22]([O-:24])=[O:23].[C:26]([O:30][C:31]([N:33]1[CH2:38][CH2:37][CH:36](O)[CH2:35][CH2:34]1)=[O:32])([CH3:29])([CH3:28])[CH3:27].C1(P(C2C=CC=CC=2)C2C=CC=CC=2)C=CC=CC=1. Product: [C:26]([O:30][C:31]([N:33]1[CH2:38][CH2:37][CH:36]([O:25][C:18]2[CH:19]=[CH:20][C:21]([N+:22]([O-:24])=[O:23])=[C:16]([CH3:15])[CH:17]=2)[CH2:35][CH2:34]1)=[O:32])([CH3:29])([CH3:27])[CH3:28]. The catalyst class is: 7.